From a dataset of Reaction yield outcomes from USPTO patents with 853,638 reactions. Predict the reaction yield, written as a fraction of the theoretical maximum amount of product (1.0 means a 100% yield; for example, 0.34 means a 34% yield). (1) The reactants are Br[C:2]1[C:6]2[CH:7]=[C:8]([CH:11]=[O:12])[CH:9]=[CH:10][C:5]=2[O:4][CH:3]=1.C1C=CC(P(C2C=CC=CC=2)C2C=CC=CC=2)=CC=1.CCN(CC)CC.[CH2:39]([O:41][C:42](=[O:45])[CH:43]=[CH2:44])[CH3:40]. The catalyst is C(#N)C. The product is [CH2:39]([O:41][C:42](=[O:45])[CH:43]=[CH:44][C:2]1[C:6]2[CH:7]=[C:8]([CH:11]=[O:12])[CH:9]=[CH:10][C:5]=2[O:4][CH:3]=1)[CH3:40]. The yield is 0.420. (2) The reactants are [Br:1][C:2]1[CH:3]=[C:4]2[C:8](=[CH:9][C:10]=1[N+:11]([O-:13])=[O:12])[NH:7][CH2:6][CH2:5]2.C(C1C(=O)C(Cl)=C(Cl)C(=O)C=1C#N)#N. The catalyst is O1CCOCC1. The product is [Br:1][C:2]1[CH:3]=[C:4]2[C:8](=[CH:9][C:10]=1[N+:11]([O-:13])=[O:12])[NH:7][CH:6]=[CH:5]2. The yield is 0.380. (3) The reactants are [NH2:1][CH2:2][C:3]1[CH:4]=[N:5][CH:6]=[CH:7][CH:8]=1.[Br:9][C:10]1[S:14][C:13]([S:15](Cl)(=[O:17])=[O:16])=[CH:12][CH:11]=1.C(N(CC)CC)C. The catalyst is C1COCC1. The product is [N:5]1[CH:6]=[CH:7][CH:8]=[C:3]([CH2:2][NH:1][S:15]([C:13]2[S:14][C:10]([Br:9])=[CH:11][CH:12]=2)(=[O:17])=[O:16])[CH:4]=1. The yield is 0.970. (4) The reactants are [Si:1]([O:8][CH2:9][C@@H:10]1[CH2:14][C:13](/[CH:15]=[CH:16]/[CH3:17])=[CH:12][N:11]1[C:18]([C:20]1[CH:25]=[C:24]([O:26][CH3:27])[C:23]([O:28][Si:29]([CH:36]([CH3:38])[CH3:37])([CH:33]([CH3:35])[CH3:34])[CH:30]([CH3:32])[CH3:31])=[CH:22][C:21]=1[N+:39]([O-])=O)=[O:19])([C:4]([CH3:7])([CH3:6])[CH3:5])([CH3:3])[CH3:2]. The catalyst is [Zn].C(O)=O.C(O)C. The product is [NH2:39][C:21]1[CH:22]=[C:23]([O:28][Si:29]([CH:33]([CH3:34])[CH3:35])([CH:36]([CH3:38])[CH3:37])[CH:30]([CH3:32])[CH3:31])[C:24]([O:26][CH3:27])=[CH:25][C:20]=1[C:18]([N:11]1[CH:12]=[C:13](/[CH:15]=[CH:16]/[CH3:17])[CH2:14][C@H:10]1[CH2:9][O:8][Si:1]([C:4]([CH3:7])([CH3:6])[CH3:5])([CH3:2])[CH3:3])=[O:19]. The yield is 0.690. (5) The reactants are [Br:1][C:2]1[CH:7]=[C:6]([CH:8]([OH:13])[C:9]([F:12])([F:11])[F:10])[CH:5]=[CH:4][N:3]=1.C(N(CC)CC)C.FC(F)(F)S(O[Si:27]([C:30]([CH3:33])([CH3:32])[CH3:31])([CH3:29])[CH3:28])(=O)=O.O. The catalyst is ClCCl. The product is [Br:1][C:2]1[CH:7]=[C:6]([CH:8]([O:13][Si:27]([C:30]([CH3:33])([CH3:32])[CH3:31])([CH3:29])[CH3:28])[C:9]([F:11])([F:12])[F:10])[CH:5]=[CH:4][N:3]=1. The yield is 0.890. (6) The reactants are C(O[C:4]1[C:5](=[O:16])[C:6](=[O:15])[C:7]=1[NH:8][C:9]1[CH:14]=[CH:13][N:12]=[CH:11][CH:10]=1)C.[Cl:17][C:18]1[CH:32]=[CH:31][C:21]([O:22][C:23]2[CH:30]=[CH:29][C:26]([CH2:27][NH2:28])=[CH:25][CH:24]=2)=[CH:20][CH:19]=1. No catalyst specified. The product is [Cl:17][C:18]1[CH:32]=[CH:31][C:21]([O:22][C:23]2[CH:30]=[CH:29][C:26]([CH2:27][NH:28][C:4]3[C:5](=[O:16])[C:6](=[O:15])[C:7]=3[NH:8][C:9]3[CH:10]=[CH:11][N:12]=[CH:13][CH:14]=3)=[CH:25][CH:24]=2)=[CH:20][CH:19]=1. The yield is 0.780. (7) The reactants are [F:1][CH:2]([F:21])[O:3][C:4]1[CH:20]=[CH:19][C:7]2[N:8]=[C:9]([NH:11][C:12]([N:14]3[CH:18]=[CH:17]N=C3)=S)[S:10][C:6]=2[CH:5]=1.C([N:24]([CH2:27]C)CC)C.C(N=C=NC(C)C)(C)C.[C:38]1(C)C=[CH:42][CH:41]=[CH:40][CH:39]=1.CN(C)C=[O:48]. No catalyst specified. The product is [F:21][CH:2]([F:1])[O:3][C:4]1[CH:20]=[CH:19][C:7]2[N:8]=[C:9]([NH:11][C:12]3[O:48][C@:17]4([CH2:18][N:14]=3)[CH:40]3[CH2:41][CH2:42][N:24]([CH2:38][CH2:39]3)[CH2:27]4)[S:10][C:6]=2[CH:5]=1. The yield is 0.555. (8) The reactants are [CH2:1]([C@@H:3]1[N:9]([C:10]([CH:12]2[CH2:17][CH2:16][O:15][CH2:14][CH2:13]2)=[O:11])[CH2:8][C:7]2[CH:18]=[CH:19][C:20]([C:22]([O:24]C)=O)=[CH:21][C:6]=2[O:5][CH2:4]1)[CH3:2].[NH2:26][OH:27].[OH-].[Na+]. The catalyst is C1COCC1.CO. The product is [CH2:1]([C@@H:3]1[N:9]([C:10]([CH:12]2[CH2:17][CH2:16][O:15][CH2:14][CH2:13]2)=[O:11])[CH2:8][C:7]2[CH:18]=[CH:19][C:20]([C:22]([NH:26][OH:27])=[O:24])=[CH:21][C:6]=2[O:5][CH2:4]1)[CH3:2]. The yield is 0.250.